Dataset: Full USPTO retrosynthesis dataset with 1.9M reactions from patents (1976-2016). Task: Predict the reactants needed to synthesize the given product. (1) Given the product [CH3:19][C:20]1[CH:27]=[CH:26][C:23]([CH:24]([OH:25])[C:32]([F:35])([F:34])[F:33])=[CH:22][CH:21]=1, predict the reactants needed to synthesize it. The reactants are: [F-].C([N+](CCCC)(CCCC)CCCC)CCC.[CH3:19][C:20]1[CH:27]=[CH:26][C:23]([CH:24]=[O:25])=[CH:22][CH:21]=1.[Si]([C:32]([F:35])([F:34])[F:33])(C)(C)C.Cl. (2) The reactants are: [Cl-].[Ca+2].[Cl-].[OH:4][C:5]1[CH:24]=[CH:23][C:8]([CH2:9][NH:10][C:11](=[O:22])[C:12]2[CH:17]=[CH:16][C:15]([O:18][CH3:19])=[C:14]([O:20][CH3:21])[CH:13]=2)=[CH:7][CH:6]=1.[OH-].[K+].[CH3:27][N:28]([CH2:30][CH2:31]Cl)[CH3:29]. Given the product [CH3:27][N:28]([CH2:30][CH2:31][O:4][C:5]1[CH:24]=[CH:23][C:8]([CH2:9][NH:10][C:11]([C:12]2[CH:17]=[CH:16][C:15]([O:18][CH3:19])=[C:14]([O:20][CH3:21])[CH:13]=2)=[O:22])=[CH:7][CH:6]=1)[CH3:29], predict the reactants needed to synthesize it. (3) Given the product [Cl:50][C:45]1[CH:44]=[C:43]([C:41]2[N:14]=[C:13]([C:12]3[CH:15]=[CH:16][N:17]=[C:10]([N:7]4[CH2:6][CH2:5][N:4]([CH:1]([CH3:3])[CH3:2])[CH2:9][CH2:8]4)[CH:11]=3)[NH:22][CH:40]=2)[CH:48]=[CH:47][C:46]=1[F:49], predict the reactants needed to synthesize it. The reactants are: [CH:1]([N:4]1[CH2:9][CH2:8][N:7]([C:10]2[CH:11]=[C:12]([CH:15]=[CH:16][N:17]=2)[C:13]#[N:14])[CH2:6][CH2:5]1)([CH3:3])[CH3:2].C[Si]([N-:22][Si](C)(C)C)(C)C.[Li+].C(=O)(O)[O-].[Na+].C([O-])([O-])=O.[K+].[K+].Br[CH2:40][C:41]([C:43]1[CH:48]=[CH:47][C:46]([F:49])=[C:45]([Cl:50])[CH:44]=1)=O. (4) Given the product [Cl:1][C:2]1[N:7]=[N:6][C:5]([C:8]([NH2:25])=[O:9])=[C:4]([NH:13][C:14]2[CH:19]=[CH:18][CH:17]=[C:16]([C:20]([C:23]#[N:24])([CH3:22])[CH3:21])[N:15]=2)[CH:3]=1, predict the reactants needed to synthesize it. The reactants are: [Cl:1][C:2]1[N:7]=[N:6][C:5]([C:8](OCC)=[O:9])=[C:4]([NH:13][C:14]2[CH:19]=[CH:18][CH:17]=[C:16]([C:20]([C:23]#[N:24])([CH3:22])[CH3:21])[N:15]=2)[CH:3]=1.[NH3:25]. (5) Given the product [C:14]1(=[C:8]([C:7]2[CH:6]=[C:5]([CH3:4])[CH:13]=[CH:12][CH:11]=2)[C:9]#[N:10])[CH2:19][CH2:18][CH2:17][CH2:16][CH2:15]1, predict the reactants needed to synthesize it. The reactants are: C[O-].[Na+].[CH3:4][C:5]1[CH:6]=[C:7]([CH:11]=[CH:12][CH:13]=1)[CH2:8][C:9]#[N:10].[C:14]1(=O)[CH2:19][CH2:18][CH2:17][CH2:16][CH2:15]1.C(O)=O.